Predict the reaction yield, written as a fraction of the theoretical maximum amount of product (1.0 means a 100% yield; for example, 0.34 means a 34% yield). From a dataset of Reaction yield outcomes from USPTO patents with 853,638 reactions. (1) The reactants are [NH2:1][CH2:2][CH:3]([C:5]1[CH:10]=[CH:9][CH:8]=[CH:7][CH:6]=1)[OH:4].[CH3:11][O:12][C:13](=[O:23])[CH2:14][CH2:15][CH2:16][CH2:17][CH2:18][CH2:19][C:20](O)=[O:21].ON1C2C=CC=CC=2N=N1. The catalyst is C1COCC1.C(OCC)(=O)C. The product is [CH3:11][O:12][C:13](=[O:23])[CH2:14][CH2:15][CH2:16][CH2:17][CH2:18][CH2:19][C:20](=[O:21])[NH:1][CH2:2][CH:3]([OH:4])[C:5]1[CH:10]=[CH:9][CH:8]=[CH:7][CH:6]=1. The yield is 0.910. (2) The catalyst is O1CCCC1. The reactants are [C:1]1([Mg])[CH:6]=[CH:5][CH:4]=[CH:3][CH:2]=1.C(OCC)C.CN(OC)[C:15]([C@@H:17]1[CH2:21][C:20](=[O:22])[N:19]([C@@H:23]([C:25]2[CH:30]=[CH:29][CH:28]=[CH:27][CH:26]=2)[CH3:24])[CH2:18]1)=[O:16].Cl. The yield is 0.890. The product is [C:1]1([C:15]([C@H:17]2[CH2:18][N:19]([C@@H:23]([C:25]3[CH:30]=[CH:29][CH:28]=[CH:27][CH:26]=3)[CH3:24])[C:20](=[O:22])[CH2:21]2)=[O:16])[CH:6]=[CH:5][CH:4]=[CH:3][CH:2]=1. (3) The reactants are [Cl:1][C:2]1[CH:3]=[C:4]([NH:9][C:10]2[C:19]3[C:14](=[CH:15][C:16]([O:22][CH:23]4[CH2:28][O:27][CH2:26][CH2:25][N:24]4[C:29]([O-])=O)=[C:17]([O:20][CH3:21])[CH:18]=3)[N:13]=[CH:12][N:11]=2)[CH:5]=[CH:6][C:7]=1[Cl:8].Cl.C(OCC)C. The catalyst is CO.O1CCOCC1. The product is [Cl:1][C:2]1[CH:3]=[C:4]([NH:9][C:10]2[C:19]3[C:14](=[CH:15][C:16]([O:22][CH2:23][CH:28]4[O:27][CH2:26][CH2:25][NH:24][CH2:29]4)=[C:17]([O:20][CH3:21])[CH:18]=3)[N:13]=[CH:12][N:11]=2)[CH:5]=[CH:6][C:7]=1[Cl:8]. The yield is 0.860. (4) The reactants are [CH2:1]([O:8][C@@H:9]1[C@@H:14]([O:15][CH2:16][C:17]2[CH:22]=[CH:21][CH:20]=[CH:19][CH:18]=2)[C@H:13]([O:23][CH2:24][C:25]2[CH:30]=[CH:29][CH:28]=[CH:27][CH:26]=2)[C@@H:12]([CH2:31][O:32][CH2:33][C:34]2[CH:39]=[CH:38][CH:37]=[CH:36][CH:35]=2)[O:11][C@H:10]1[C:40]1[CH:45]=[C:44]([CH2:46][C:47]2[CH:52]=[CH:51][C:50](/[CH:53]=[CH:54]/[CH2:55][C:56](O)=[O:57])=[CH:49][CH:48]=2)[C:43]([CH3:59])=[CH:42][C:41]=1[O:60][CH2:61][C:62]1[CH:67]=[CH:66][CH:65]=[CH:64][CH:63]=1)[C:2]1[CH:7]=[CH:6][CH:5]=[CH:4][CH:3]=1.[NH2:68][C:69]([CH3:73])([CH3:72])[CH2:70][OH:71].ON1C2C=CC=CC=2N=N1.CCN=C=NCCCN(C)C. The catalyst is O.C(Cl)(Cl)Cl. The product is [CH2:1]([O:8][C@@H:9]1[C@@H:14]([O:15][CH2:16][C:17]2[CH:18]=[CH:19][CH:20]=[CH:21][CH:22]=2)[C@H:13]([O:23][CH2:24][C:25]2[CH:30]=[CH:29][CH:28]=[CH:27][CH:26]=2)[C@@H:12]([CH2:31][O:32][CH2:33][C:34]2[CH:39]=[CH:38][CH:37]=[CH:36][CH:35]=2)[O:11][C@H:10]1[C:40]1[CH:45]=[C:44]([CH2:46][C:47]2[CH:48]=[CH:49][C:50](/[CH:53]=[CH:54]/[CH2:55][C:56]([NH:68][C:69]([CH3:73])([CH3:72])[CH2:70][OH:71])=[O:57])=[CH:51][CH:52]=2)[C:43]([CH3:59])=[CH:42][C:41]=1[O:60][CH2:61][C:62]1[CH:63]=[CH:64][CH:65]=[CH:66][CH:67]=1)[C:2]1[CH:7]=[CH:6][CH:5]=[CH:4][CH:3]=1. The yield is 0.560. (5) The product is [F:7][C:8]1[CH:13]=[C:12]([CH:14]=[CH2:1])[CH:11]=[C:10]([F:16])[C:9]=1[C:17]1[N:22]=[C:21]([C:23]([O:25][CH3:26])=[O:24])[CH:20]=[CH:19][C:18]=1[F:27]. The catalyst is [Br-].C[P+](C1C=CC=CC=1)(C1C=CC=CC=1)C1C=CC=CC=1.C1COCC1. The reactants are [CH3:1]C(C)([O-])C.[K+].[F:7][C:8]1[CH:13]=[C:12]([CH:14]=O)[CH:11]=[C:10]([F:16])[C:9]=1[C:17]1[N:22]=[C:21]([C:23]([O:25][CH3:26])=[O:24])[CH:20]=[CH:19][C:18]=1[F:27]. The yield is 0.630.